This data is from Reaction yield outcomes from USPTO patents with 853,638 reactions. The task is: Predict the reaction yield, written as a fraction of the theoretical maximum amount of product (1.0 means a 100% yield; for example, 0.34 means a 34% yield). (1) The reactants are [CH3:1][C:2]1[C:7]([CH2:8][OH:9])=[CH:6][N:5]=[C:4]([CH3:10])[C:3]=1[OH:11].Cl.Br[CH2:14][C:15]1[CH:20]=[CH:19][C:18]([C:21]#[N:22])=[CH:17][CH:16]=1. No catalyst specified. The product is [OH:9][CH2:8][C:7]1[C:2]([CH3:1])=[C:3]([O:11][CH2:14][C:15]2[CH:20]=[CH:19][C:18]([C:21]#[N:22])=[CH:17][CH:16]=2)[C:4]([CH3:10])=[N:5][CH:6]=1. The yield is 0.800. (2) The reactants are [CH3:1][O:2][C:3]1[CH:4]=[CH:5][CH:6]=[C:7]2[C:12]=1[O:11][C@@H:10]([CH2:13][OH:14])[CH2:9][CH2:8]2.[C:15]1([CH3:25])[CH:20]=[CH:19][C:18]([S:21](Cl)(=[O:23])=[O:22])=[CH:17][CH:16]=1.C(N(CC)C(C)C)(C)C. The catalyst is ClCCl.CN(C)C1C=CN=CC=1. The product is [CH3:25][C:15]1[CH:20]=[CH:19][C:18]([S:21]([O:14][CH2:13][C@H:10]2[CH2:9][CH2:8][C:7]3[C:12](=[C:3]([O:2][CH3:1])[CH:4]=[CH:5][CH:6]=3)[O:11]2)(=[O:23])=[O:22])=[CH:17][CH:16]=1. The yield is 0.720. (3) The product is [OH:8][C:9]1[CH:20]=[CH:19][C:12]([C:13]([N:15]([O:17][CH3:18])[CH3:16])=[O:14])=[CH:11][CH:10]=1. The reactants are C([O:8][C:9]1[CH:20]=[CH:19][C:12]([C:13]([N:15]([O:17][CH3:18])[CH3:16])=[O:14])=[CH:11][CH:10]=1)C1C=CC=CC=1. The yield is 0.830. The catalyst is [Pd].CO. (4) The reactants are [CH3:1][Si:2]([CH3:11])([CH3:10])[C:3]#[C:4][CH2:5][CH2:6][CH:7]1[CH2:9][O:8]1.C(O)(=O)C.[Li+].[Br-:17]. The catalyst is C1COCC1. The product is [Br:17][CH2:9][CH:7]([OH:8])[CH2:6][CH2:5][C:4]#[C:3][Si:2]([CH3:11])([CH3:10])[CH3:1]. The yield is 0.380.